Task: Predict the product of the given reaction.. Dataset: Forward reaction prediction with 1.9M reactions from USPTO patents (1976-2016) (1) Given the reactants [Cl:1][C:2]1[C:10]2[N:9]=[C:8]3[N:11]([C:15]4[CH:20]=[CH:19][C:18]([Cl:21])=[CH:17][C:16]=4[Cl:22])[CH2:12][CH2:13][CH2:14][N:7]3[C:6]=2[C:5]([CH:23]([OH:26])[CH2:24][CH3:25])=[CH:4][CH:3]=1.[CH3:27][O:28][CH2:29][C:30](O)=[O:31].C(N(CC)CC)C.Cl.C(N=C=NCCCN(C)C)C, predict the reaction product. The product is: [CH3:27][O:28][CH2:29][C:30]([O:26][CH:23]([C:5]1[C:6]2[N:7]3[CH2:14][CH2:13][CH2:12][N:11]([C:15]4[CH:20]=[CH:19][C:18]([Cl:21])=[CH:17][C:16]=4[Cl:22])[C:8]3=[N:9][C:10]=2[C:2]([Cl:1])=[CH:3][CH:4]=1)[CH2:24][CH3:25])=[O:31]. (2) Given the reactants [C:1]([O:4]/[N:5]=[C:6](\[NH2:22])/[CH2:7][N:8]1[CH2:13][CH2:12][N:11]([C:14]([O:16][C:17]([CH3:20])([CH3:19])[CH3:18])=[O:15])[C@H:10]([CH3:21])[CH2:9]1)(=O)[CH3:2], predict the reaction product. The product is: [CH3:21][C@@H:10]1[CH2:9][N:8]([CH2:7][C:6]2[N:22]=[C:1]([CH3:2])[O:4][N:5]=2)[CH2:13][CH2:12][N:11]1[C:14]([O:16][C:17]([CH3:20])([CH3:19])[CH3:18])=[O:15]. (3) Given the reactants [CH3:1][C:2]1([CH3:10])[O:7][C:6](=[O:8])[CH2:5][C:4](=[O:9])[O:3]1.[CH3:11]OC(OC)OC.[CH3:18][C:19]1[C:20]([NH2:24])=[CH:21][S:22][CH:23]=1, predict the reaction product. The product is: [CH3:1][C:2]1([CH3:10])[O:7][C:6](=[O:8])[C:5](=[CH:11][NH:24][C:20]2[C:19]([CH3:18])=[CH:23][S:22][CH:21]=2)[C:4](=[O:9])[O:3]1. (4) Given the reactants Cl[C:2]1[C:3]([CH:8]2[CH2:11][N:10]([C:12]([O:14][C:15]([CH3:18])([CH3:17])[CH3:16])=[O:13])[CH2:9]2)=[N:4][CH:5]=[CH:6][N:7]=1.C([O-])([O-])=O.[Na+].[Na+].CC1(C)C(C)(C)OB([C:33]2[CH2:34][CH2:35][O:36][CH2:37][CH:38]=2)O1, predict the reaction product. The product is: [C:15]([O:14][C:12]([N:10]1[CH2:11][CH:8]([C:3]2[C:2]([C:33]3[CH2:38][CH2:37][O:36][CH2:35][CH:34]=3)=[N:7][CH:6]=[CH:5][N:4]=2)[CH2:9]1)=[O:13])([CH3:18])([CH3:17])[CH3:16]. (5) Given the reactants I[C:2]1[C:3]([O:24]C)=[CH:4][C:5]([O:22]C)=[C:6]([C:8]2[N:12]([C:13]3[CH:18]=[CH:17][CH:16]=[CH:15][C:14]=3[N+:19]([O-])=O)[N:11]=[CH:10][CH:9]=2)[CH:7]=1.[C:26]([C:29]1[CH:34]=[CH:33][CH:32]=[CH:31][CH:30]=1)([CH3:28])=[CH2:27], predict the reaction product. The product is: [C:29]1([CH:26]([CH3:28])[CH2:27][C:2]2[C:3]([OH:24])=[CH:4][C:5]([OH:22])=[C:6]([C:8]3[N:12]([C:13]4[CH:18]=[CH:17][CH:16]=[CH:15][C:14]=4[NH2:19])[N:11]=[CH:10][CH:9]=3)[CH:7]=2)[CH:34]=[CH:33][CH:32]=[CH:31][CH:30]=1. (6) Given the reactants [Cl:1][C:2]1[CH:7]=[CH:6][C:5]([CH:8]2[CH2:13][CH2:12][CH2:11][CH2:10][C:9]2=[O:14])=[CH:4][CH:3]=1.[H-].[Na+].Cl[CH2:18][C:19]#[N:20].C(O)C, predict the reaction product. The product is: [Cl:1][C:2]1[CH:3]=[CH:4][C:5]([C:8]2([CH2:18][C:19]#[N:20])[CH2:13][CH2:12][CH2:11][CH2:10][C:9]2=[O:14])=[CH:6][CH:7]=1. (7) Given the reactants [NH2:1][CH2:2][C:3]1[C:11]2[S:10](=[O:13])(=[O:12])[N:9]=[C:8]([C:14]3[C:15](=[O:30])[N:16]([NH:25][CH2:26][CH:27]4[CH2:29][CH2:28]4)[C:17]4[C:22]([C:23]=3[OH:24])=[CH:21][CH:20]=[CH:19][CH:18]=4)[NH:7][C:6]=2[S:5][CH:4]=1.C(N(CC)CC)C.[CH:38]([S:41](Cl)(=[O:43])=[O:42])([CH3:40])[CH3:39], predict the reaction product. The product is: [CH:27]1([CH2:26][NH:25][N:16]2[C:17]3[C:22](=[CH:21][CH:20]=[CH:19][CH:18]=3)[C:23]([OH:24])=[C:14]([C:8]3[NH:7][C:6]4[S:5][CH:4]=[C:3]([CH2:2][NH:1][S:41]([CH:38]([CH3:40])[CH3:39])(=[O:43])=[O:42])[C:11]=4[S:10](=[O:12])(=[O:13])[N:9]=3)[C:15]2=[O:30])[CH2:28][CH2:29]1. (8) Given the reactants [NH2:1][CH2:2][C@H:3]([NH:9][C:10]([CH2:12][NH:13][C:14]([C:16]1[CH:21]=[C:20]([C:22]([F:25])([F:24])[F:23])[CH:19]=[CH:18][C:17]=1[NH:26][C:27]([N:29]1[CH2:32][CH2:31][CH2:30]1)=[O:28])=[O:15])=[O:11])[C@@H:4]([OH:8])[CH2:5][CH2:6][CH3:7].[CH3:33][C:34]([CH3:38])([CH3:37])[CH:35]=O.C(O[BH-](OC(=O)C)OC(=O)C)(=O)C.[Na+], predict the reaction product. The product is: [CH3:33][C:34]([CH3:38])([CH3:37])[CH2:35][NH:1][CH2:2][C@H:3]([NH:9][C:10]([CH2:12][NH:13][C:14]([C:16]1[CH:21]=[C:20]([C:22]([F:25])([F:24])[F:23])[CH:19]=[CH:18][C:17]=1[NH:26][C:27]([N:29]1[CH2:32][CH2:31][CH2:30]1)=[O:28])=[O:15])=[O:11])[C@@H:4]([OH:8])[CH2:5][CH2:6][CH3:7]. (9) Given the reactants [F:1][C:2]([F:7])([F:6])[C:3]([OH:5])=[O:4].[F:8][C:9]([F:14])([F:13])[C:10]([OH:12])=[O:11].[F:15][C:16]([F:21])([F:20])[C:17]([OH:19])=[O:18].[CH3:22][C:23]1[CH:32]=[C:31]([CH2:33][O:34][C:35]2[CH:40]=[CH:39][C:38]([C:41]3([N:50]4[CH2:55][CH2:54][NH:53][CH2:52][CH2:51]4)[C:46](=[O:47])[NH:45][C:44](=[O:48])[NH:43][C:42]3=[O:49])=[CH:37][CH:36]=2)[C:30]2[C:25](=[CH:26][CH:27]=[CH:28][CH:29]=2)[N:24]=1.[CH3:56][C:57]([CH3:61])([CH3:60])[CH:58]=O, predict the reaction product. The product is: [F:1][C:2]([F:7])([F:6])[C:3]([OH:5])=[O:4].[F:8][C:9]([F:14])([F:13])[C:10]([OH:12])=[O:11].[F:15][C:16]([F:21])([F:20])[C:17]([OH:19])=[O:18].[CH3:22][C:23]1[CH:32]=[C:31]([CH2:33][O:34][C:35]2[CH:36]=[CH:37][C:38]([C:41]3([N:50]4[CH2:55][CH2:54][N:53]([CH2:56][C:57]([CH3:61])([CH3:60])[CH3:58])[CH2:52][CH2:51]4)[C:46](=[O:47])[NH:45][C:44](=[O:48])[NH:43][C:42]3=[O:49])=[CH:39][CH:40]=2)[C:30]2[C:25](=[CH:26][CH:27]=[CH:28][CH:29]=2)[N:24]=1.